This data is from Full USPTO retrosynthesis dataset with 1.9M reactions from patents (1976-2016). The task is: Predict the reactants needed to synthesize the given product. (1) Given the product [NH2:7][CH2:8][CH:9]1[CH2:14][CH2:13][CH2:12][N:11]([C:15]2[C:24]3[C:19](=[CH:20][CH:21]=[CH:22][CH:23]=3)[C:18]([C:25]#[N:26])=[CH:17][CH:16]=2)[CH2:10]1, predict the reactants needed to synthesize it. The reactants are: C(OC(=O)[NH:7][CH2:8][CH:9]1[CH2:14][CH2:13][CH2:12][N:11]([C:15]2[C:24]3[C:19](=[CH:20][CH:21]=[CH:22][CH:23]=3)[C:18]([C:25]#[N:26])=[CH:17][CH:16]=2)[CH2:10]1)(C)(C)C.C(O)(C(F)(F)F)=O. (2) Given the product [Cl:25][C:26]1[CH:31]=[CH:30][C:29]([CH3:32])=[CH:28][C:27]=1[C:5]1[C:4]([C:3]([OH:2])=[O:24])=[CH:9][C:8]([C:10]2[S:11][CH:12]=[C:13]([C:15]3[CH:20]=[CH:19][C:18]([Cl:21])=[C:17]([Cl:22])[CH:16]=3)[N:14]=2)=[CH:7][CH:6]=1, predict the reactants needed to synthesize it. The reactants are: C[O:2][C:3](=[O:24])[C:4]1[CH:9]=[C:8]([C:10]2[S:11][CH:12]=[C:13]([C:15]3[CH:20]=[CH:19][C:18]([Cl:21])=[C:17]([Cl:22])[CH:16]=3)[N:14]=2)[CH:7]=[CH:6][C:5]=1Br.[Cl:25][C:26]1[CH:31]=[CH:30][C:29]([CH3:32])=[CH:28][C:27]=1B(O)O.